This data is from Full USPTO retrosynthesis dataset with 1.9M reactions from patents (1976-2016). The task is: Predict the reactants needed to synthesize the given product. (1) The reactants are: [CH2:1]([O:8][C@@H:9]1[C@@H:21]([O:22]CC2C=CC(OC)=CC=2)[C@:20]([CH3:33])([OH:32])[C@@H:19]([CH2:34][O:35][Si:36]([C:39]([CH3:42])([CH3:41])[CH3:40])([CH3:38])[CH3:37])[O:18][C@H:10]1[O:11][CH2:12][CH2:13][Si:14]([CH3:17])([CH3:16])[CH3:15])[C:2]1[CH:7]=[CH:6][CH:5]=[CH:4][CH:3]=1.ClC1C(=O)C(C#N)=C(C#N)C(=O)C=1Cl. Given the product [CH2:1]([O:8][C@@H:9]1[C@@H:21]([OH:22])[C@:20]([CH3:33])([OH:32])[C@@H:19]([CH2:34][O:35][Si:36]([C:39]([CH3:42])([CH3:41])[CH3:40])([CH3:38])[CH3:37])[O:18][C@H:10]1[O:11][CH2:12][CH2:13][Si:14]([CH3:15])([CH3:17])[CH3:16])[C:2]1[CH:3]=[CH:4][CH:5]=[CH:6][CH:7]=1, predict the reactants needed to synthesize it. (2) Given the product [NH2:18][C:16]1[CH:15]=[CH:14][N:13]=[C:12]([N:5]2[CH2:6][CH2:7][C:8]([CH3:10])([OH:9])[CH:3]([F:2])[CH2:4]2)[N:17]=1, predict the reactants needed to synthesize it. The reactants are: Cl.[F:2][CH:3]1[C:8]([CH3:10])([OH:9])[CH2:7][CH2:6][NH:5][CH2:4]1.Cl[C:12]1[N:17]=[C:16]([NH2:18])[CH:15]=[CH:14][N:13]=1.C(=O)([O-])[O-].[K+].[K+]. (3) Given the product [Br:1][C:2]1[CH:7]=[CH:6][C:5]([C@H:8]([C:20]2[CH:25]=[CH:24][C:23]([Cl:26])=[CH:22][C:21]=2[CH3:27])[CH2:9]/[C:10](/[C:12]2[CH:17]=[CH:16][N:15]=[C:14]([CH2:18][OH:19])[CH:13]=2)=[N:30]\[OH:29])=[CH:4][CH:3]=1, predict the reactants needed to synthesize it. The reactants are: [Br:1][C:2]1[CH:7]=[CH:6][C:5]([C@H:8]([C:20]2[CH:25]=[CH:24][C:23]([Cl:26])=[CH:22][C:21]=2[CH3:27])[CH2:9][C:10]([C:12]2[CH:17]=[CH:16][N:15]=[C:14]([CH2:18][OH:19])[CH:13]=2)=O)=[CH:4][CH:3]=1.Cl.[OH:29][NH2:30].C(=O)([O-])O.[Na+]. (4) Given the product [CH:7]([OH:8])=[O:6].[CH:44]1([N:47]([CH2:48][C:49]2[CH:54]=[C:53]([O:55][CH3:56])[CH:52]=[CH:51][C:50]=2[F:57])[C:36]([C:15]2[CH:14]3[NH:9][CH:10]([CH2:17][C:16]=2[C:18]2[CH:23]=[CH:22][C:21]([O:24][CH2:25][CH2:26][O:27][C:28]4[CH:33]=[C:32]([F:34])[CH:31]=[CH:30][C:29]=4[Cl:35])=[CH:20][CH:19]=2)[CH2:11][N:12]([C:39](=[O:41])[CH3:40])[CH2:13]3)=[O:37])[CH2:45][CH2:46]1, predict the reactants needed to synthesize it. The reactants are: ClC(Cl)(Cl)C([O:6][C:7]([N:9]1[CH:14]2[C:15]([C:36](O)=[O:37])=[C:16]([C:18]3[CH:23]=[CH:22][C:21]([O:24][CH2:25][CH2:26][O:27][C:28]4[CH:33]=[C:32]([F:34])[CH:31]=[CH:30][C:29]=4[Cl:35])=[CH:20][CH:19]=3)[CH2:17][CH:10]1[CH2:11][N:12]([C:39](=[O:41])[CH3:40])[CH2:13]2)=[O:8])(C)C.[CH:44]1([NH:47][CH2:48][C:49]2[CH:54]=[C:53]([O:55][CH3:56])[CH:52]=[CH:51][C:50]=2[F:57])[CH2:46][CH2:45]1. (5) Given the product [C:28]([O:27][C:26](=[O:32])[N:25]([CH:22]1[CH2:23][CH2:24][CH:19]([N:18]([C:40]([C:39]2[S:38][C:37]3[CH:43]=[CH:44][CH:45]=[C:46]([F:47])[C:36]=3[C:35]=2[Cl:34])=[O:41])[CH2:17][C:11]2[CH:10]=[C:9]([C:6]3[CH:7]=[CH:8][C:3]([C:1]#[N:2])=[CH:4][CH:5]=3)[CH:14]=[CH:13][C:12]=2[O:15][CH3:16])[CH2:20][CH2:21]1)[CH3:33])([CH3:30])([CH3:29])[CH3:31], predict the reactants needed to synthesize it. The reactants are: [C:1]([C:3]1[CH:8]=[CH:7][C:6]([C:9]2[CH:14]=[CH:13][C:12]([O:15][CH3:16])=[C:11]([CH2:17][NH:18][CH:19]3[CH2:24][CH2:23][CH:22]([N:25]([CH3:33])[C:26](=[O:32])[O:27][C:28]([CH3:31])([CH3:30])[CH3:29])[CH2:21][CH2:20]3)[CH:10]=2)=[CH:5][CH:4]=1)#[N:2].[Cl:34][C:35]1[C:36]2[C:46]([F:47])=[CH:45][CH:44]=[CH:43][C:37]=2[S:38][C:39]=1[C:40](Cl)=[O:41]. (6) Given the product [Br:19][C:8]1[CH:9]=[C:10]([N+:11]([O-:13])=[O:12])[C:2]([CH3:1])=[C:3]([CH:7]=1)[C:4]([OH:6])=[O:5], predict the reactants needed to synthesize it. The reactants are: [CH3:1][C:2]1[C:10]([N+:11]([O-:13])=[O:12])=[CH:9][CH:8]=[CH:7][C:3]=1[C:4]([OH:6])=[O:5].OS(O)(=O)=O.[Br:19]N1C(C)(C)C(=O)N(Br)C1=O. (7) Given the product [CH3:1][O:2][C:3]1[CH:4]=[C:5]2[C:10](=[CH:11][C:12]=1[O:13][CH3:14])[N:9]=[CH:8][N:7]=[C:6]2[O:15][C:16]1[CH:22]=[CH:21][C:19]([NH:20][C:37]([NH:52][CH2:51][CH2:50][N:45]2[CH2:49][CH2:48][CH2:47][CH2:46]2)=[O:43])=[C:18]([N+:23]([O-:25])=[O:24])[CH:17]=1, predict the reactants needed to synthesize it. The reactants are: [CH3:1][O:2][C:3]1[CH:4]=[C:5]2[C:10](=[CH:11][C:12]=1[O:13][CH3:14])[N:9]=[CH:8][N:7]=[C:6]2[O:15][C:16]1[CH:22]=[CH:21][C:19]([NH2:20])=[C:18]([N+:23]([O-:25])=[O:24])[CH:17]=1.C(N(CC)CC)C.ClC(Cl)(O[C:37](=[O:43])OC(Cl)(Cl)Cl)Cl.[N:45]1([CH2:50][CH2:51][NH2:52])[CH2:49][CH2:48][CH2:47][CH2:46]1. (8) Given the product [C:26]([C:14]1[C:13](=[O:28])[O:12][C:10]2[C:6]([C:15]=1[C:16]1[CH:21]=[C:20]([O:22][CH3:23])[CH:19]=[C:18]([O:24][CH3:25])[CH:17]=1)=[CH:7][CH:8]=[C:3]([O:2][CH3:1])[CH:11]=2)#[N:27], predict the reactants needed to synthesize it. The reactants are: [CH3:1][O:2][C:3]1C=C(O)[CH:6]=[CH:7][CH:8]=1.[CH2:10]([O:12][C:13](=[O:28])[C:14]([C:26]#[N:27])=[CH:15][C:16]1[CH:21]=[C:20]([O:22][CH3:23])[CH:19]=[C:18]([O:24][CH3:25])[CH:17]=1)[CH3:11].